Dataset: Reaction yield outcomes from USPTO patents with 853,638 reactions. Task: Predict the reaction yield, written as a fraction of the theoretical maximum amount of product (1.0 means a 100% yield; for example, 0.34 means a 34% yield). (1) The reactants are [NH2:1][C:2]1[C:7]([F:8])=[CH:6][N:5]=[C:4]([OH:9])[N:3]=1.CO[CH:12](OC)[N:13]([CH3:15])[CH3:14]. The catalyst is CN(C=O)C.CCOCC. The product is [F:8][C:7]1[C:2](/[N:1]=[CH:12]/[N:13]([CH3:15])[CH3:14])=[N:3][C:4](=[O:9])[NH:5][CH:6]=1. The yield is 0.920. (2) The reactants are [CH2:1]([N:8]1[CH2:13][CH2:12][CH:11]([OH:14])[CH2:10][C:9]1([CH3:16])[CH3:15])[C:2]1[CH:7]=[CH:6][CH:5]=[CH:4][CH:3]=1.[H-].[Na+].[Cl:19][C:20]1[CH:25]=[CH:24][CH:23]=[C:22](Cl)[N:21]=1. The catalyst is CN(C)C=O. The product is [CH2:1]([N:8]1[CH2:13][CH2:12][CH:11]([O:14][C:22]2[CH:23]=[CH:24][CH:25]=[C:20]([Cl:19])[N:21]=2)[CH2:10][C:9]1([CH3:16])[CH3:15])[C:2]1[CH:3]=[CH:4][CH:5]=[CH:6][CH:7]=1. The yield is 0.380. (3) The reactants are Cl[CH2:2][CH:3]([CH:5]1[CH:10]=[CH:9][C:8]2[CH:11]=[C:12]([F:15])[CH:13]=[CH:14][C:7]=2[O:6]1)[OH:4].[OH-].[Na+].C(O)(=O)C.O. The catalyst is CC(O)C.C1(C)C=CC=CC=1. The product is [F:15][C:12]1[CH:13]=[CH:14][C:7]2[O:6][CH:5]([CH:3]3[CH2:2][O:4]3)[CH:10]=[CH:9][C:8]=2[CH:11]=1. The yield is 0.960. (4) The reactants are [OH-].[Na+].[O:3]=[C:4]1[CH2:8][CH2:7][CH2:6][N:5]1[CH2:9][C:10]([O:12]C)=[O:11]. The catalyst is CO. The product is [O:3]=[C:4]1[CH2:8][CH2:7][CH2:6][N:5]1[CH2:9][C:10]([OH:12])=[O:11]. The yield is 0.110. (5) The reactants are N[C@@H:2]([C:7]([OH:9])=[O:8])[CH2:3][CH:4]([CH3:6])[CH3:5].N([O-])=[O:11].[Na+].[Cl-].[Na+]. The catalyst is S(=O)(=O)(O)O.O. The product is [OH:11][C@H:2]([CH2:3][CH:4]([CH3:6])[CH3:5])[C:7]([OH:9])=[O:8]. The yield is 0.670. (6) The reactants are CN(C(ON1N=NC2C=CC=NC1=2)=[N+](C)C)C.F[P-](F)(F)(F)(F)F.Cl.Cl.[N:27]([CH2:30][C:31]([C:33]1[CH:34]=[CH:35][C:36]2[N:40]=[C:39]([C@@H:41]3[CH2:45][CH2:44][CH2:43][NH:42]3)[NH:38][C:37]=2[CH:46]=1)=[O:32])=[N+:28]=[N-:29].N(CC(C1C=CC2N=C([C@@H]3CCCN3)NC=2C=1)=O)=[N+]=[N-].Cl.[CH3:68][N:69]([CH3:80])[C@H:70]([C:74]1[CH:79]=[CH:78][CH:77]=[CH:76][CH:75]=1)[C:71](O)=[O:72].CCN(C(C)C)C(C)C. The catalyst is CN(C)C=O. The product is [N:27]([CH2:30][C:31]([C:33]1[CH:34]=[CH:35][C:36]2[N:40]=[C:39]([C@@H:41]3[CH2:45][CH2:44][CH2:43][N:42]3[C:71](=[O:72])[C@H:70]([N:69]([CH3:68])[CH3:80])[C:74]3[CH:79]=[CH:78][CH:77]=[CH:76][CH:75]=3)[NH:38][C:37]=2[CH:46]=1)=[O:32])=[N+:28]=[N-:29]. The yield is 0.500. (7) The reactants are [H-].[Na+].[OH:3][CH2:4][CH2:5][CH2:6][C:7]([O-:9])=[O:8].[Na+].Br[CH2:12][CH2:13][CH2:14][CH2:15][CH2:16][C:17]1[CH:22]=[CH:21][CH:20]=[CH:19][CH:18]=1.Cl. The yield is 0.0300. The product is [C:17]1([CH2:16][CH2:15][CH2:14][CH2:13][CH2:12][O:3][CH2:4][CH2:5][CH2:6][C:7]([OH:9])=[O:8])[CH:22]=[CH:21][CH:20]=[CH:19][CH:18]=1. The catalyst is CN(C)C=O. (8) The reactants are [C:1]([NH:4][CH2:5][C:6]1[CH:11]=[CH:10][C:9]([C:12]2[CH:13]=[C:14]3[C:18](=[C:19]([C:21]([NH2:23])=[O:22])[CH:20]=2)[NH:17][CH:16]=[C:15]3[CH:24]2[CH2:29][CH2:28][N:27]([S:30]([CH2:33][CH3:34])(=[O:32])=[O:31])[CH2:26][CH2:25]2)=[CH:8][CH:7]=1)(=[O:3])[CH3:2].[C:35](Cl)(=O)[CH3:36]. No catalyst specified. The product is [CH:2]1([C:1]([NH:4][CH2:5][C:6]2[CH:7]=[CH:8][C:9]([C:12]3[CH:13]=[C:14]4[C:18](=[C:19]([C:21]([NH2:23])=[O:22])[CH:20]=3)[NH:17][CH:16]=[C:15]4[CH:24]3[CH2:25][CH2:26][N:27]([S:30]([CH2:33][CH3:34])(=[O:31])=[O:32])[CH2:28][CH2:29]3)=[CH:10][CH:11]=2)=[O:3])[CH2:36][CH2:35]1. The yield is 0.280. (9) The yield is 0.721. The product is [Si:5]([O:8][C:9]1[CH:14]=[CH:13][CH:12]=[CH:11][C:10]=1[CH2:15][CH2:16][OH:17])([C:1]([CH3:4])([CH3:3])[CH3:2])([CH3:7])[CH3:6]. The reactants are [C:1]([Si:5]([O:8][C:9]1[CH:14]=[CH:13][CH:12]=[CH:11][C:10]=1[CH2:15][CH2:16][O:17][Si](C(C)(C)C)(C)C)([CH3:7])[CH3:6])([CH3:4])([CH3:3])[CH3:2].CC1C=CC(S([O-])(=O)=O)=CC=1.C1C=C[NH+]=CC=1. The catalyst is C(O)C. (10) The reactants are [C:1]([O:5][C:6]([N:8]1[C@H:12]([CH2:13][OH:14])[CH2:11][O:10][C:9]1([CH3:16])[CH3:15])=[O:7])([CH3:4])([CH3:3])[CH3:2].[S:17](Cl)([C:20]1[CH:26]=[CH:25][C:23]([CH3:24])=[CH:22][CH:21]=1)(=[O:19])=[O:18]. The catalyst is N1C=CC=CC=1. The product is [C:1]([O:5][C:6]([N:8]1[C@H:12]([CH2:13][O:14][S:17]([C:20]2[CH:26]=[CH:25][C:23]([CH3:24])=[CH:22][CH:21]=2)(=[O:19])=[O:18])[CH2:11][O:10][C:9]1([CH3:16])[CH3:15])=[O:7])([CH3:4])([CH3:3])[CH3:2]. The yield is 0.870.